This data is from Full USPTO retrosynthesis dataset with 1.9M reactions from patents (1976-2016). The task is: Predict the reactants needed to synthesize the given product. Given the product [Na+:48].[F:21][C:18]1[CH:19]=[CH:20][C:15]([C:14]2[C:13]([C:22]3[CH:23]=[CH:24][CH:25]=[CH:26][CH:27]=3)=[C:12]([C:28](=[O:36])[NH:29][C:30]3[CH:35]=[CH:34][CH:33]=[CH:32][CH:31]=3)[N:11]([CH:37]([CH3:39])[CH3:38])[C:10]=2[CH:9]=[CH:8][C@H:7]([OH:40])[CH2:6][C@@H:5]([OH:41])[CH2:4][C:3]([O-:42])=[O:2])=[CH:16][CH:17]=1, predict the reactants needed to synthesize it. The reactants are: C[O:2][C:3](=[O:42])[CH2:4][C@H:5]([OH:41])[CH2:6][C@H:7]([OH:40])[CH:8]=[CH:9][C:10]1[N:11]([CH:37]([CH3:39])[CH3:38])[C:12]([C:28](=[O:36])[NH:29][C:30]2[CH:35]=[CH:34][CH:33]=[CH:32][CH:31]=2)=[C:13]([C:22]2[CH:27]=[CH:26][CH:25]=[CH:24][CH:23]=2)[C:14]=1[C:15]1[CH:20]=[CH:19][C:18]([F:21])=[CH:17][CH:16]=1.C(O)C.O.[OH-].[Na+:48].